From a dataset of Catalyst prediction with 721,799 reactions and 888 catalyst types from USPTO. Predict which catalyst facilitates the given reaction. (1) Reactant: [NH2:1][C@@H:2]1[CH2:18][C@H:17]2[C@@:5]([CH3:23])([C@@H:6]3[C@@H:14]([C@@H:15]([OH:20])[C@@H:16]2[OH:19])[C@H:13]2[C@@:9]([CH3:22])([C:10](=[CH2:21])[CH2:11][CH2:12]2)[CH2:8][CH2:7]3)[CH2:4][CH2:3]1.CCN(CC)CC.[F:31][C:32]([F:43])([F:42])[C:33](O[C:33](=[O:34])[C:32]([F:43])([F:42])[F:31])=[O:34]. Product: [OH:19][C@H:16]1[C@H:15]([OH:20])[C@@H:14]2[C@H:6]([CH2:7][CH2:8][C@@:9]3([CH3:22])[C@H:13]2[CH2:12][CH2:11][C:10]3=[CH2:21])[C@:5]2([CH3:23])[C@@H:17]1[CH2:18][C@@H:2]([NH:1][C:33](=[O:34])[C:32]([F:43])([F:42])[F:31])[CH2:3][CH2:4]2. The catalyst class is: 5. (2) Reactant: [F:1][C:2]1[C:7]([C:8]2[CH:9]=[C:10]([CH2:21][N:22]([CH3:30])[C:23](=[O:29])[O:24][C:25]([CH3:28])([CH3:27])[CH3:26])[S:11][C:12]=2[S:13]([C:16]2[NH:17][CH:18]=[CH:19][N:20]=2)(=O)=O)=[CH:6][CH:5]=[CH:4][N:3]=1.[C:31](=O)([O-])[O-].[K+].[K+].IC. Product: [F:1][C:2]1[C:7]([C:8]2[CH:9]=[C:10]([CH2:21][N:22]([CH3:30])[C:23](=[O:29])[O:24][C:25]([CH3:28])([CH3:27])[CH3:26])[S:11][C:12]=2[S:13][C:16]2[N:17]([CH3:31])[CH:18]=[CH:19][N:20]=2)=[CH:6][CH:5]=[CH:4][N:3]=1. The catalyst class is: 35. (3) Reactant: [C:1]1([P:7]([C:14]2[CH:19]=[CH:18][CH:17]=[CH:16][CH:15]=2)[C:8]2[CH:13]=[CH:12][CH:11]=[CH:10][CH:9]=2)[CH:6]=[CH:5][CH:4]=[CH:3][CH:2]=1.Br[CH2:21][C:22](=[O:27])[C:23]([CH3:26])([CH3:25])[CH3:24].C(=O)(O)[O-].[Na+]. Product: [CH3:24][C:23]([CH3:26])([CH3:25])[C:22](=[O:27])[CH:21]=[P:7]([C:1]1[CH:2]=[CH:3][CH:4]=[CH:5][CH:6]=1)([C:8]1[CH:13]=[CH:12][CH:11]=[CH:10][CH:9]=1)[C:14]1[CH:15]=[CH:16][CH:17]=[CH:18][CH:19]=1. The catalyst class is: 22. (4) Reactant: [OH:1][C:2]1[CH:7]=[CH:6][CH:5]=[CH:4][C:3]=1[C:8]1[N:17]=[C:16]([N:18]2[CH2:22][CH2:21][C@@H:20]([CH2:23][NH:24][C:25](=[O:32])[O:26][CH2:27][C:28]([CH3:31])([CH3:30])[CH3:29])[CH2:19]2)[C:15]2[C:10](=[CH:11][C:12]([CH3:33])=[CH:13][CH:14]=2)[N:9]=1.[ClH:34].CCOCC. Product: [ClH:34].[OH:1][C:2]1[CH:7]=[CH:6][CH:5]=[CH:4][C:3]=1[C:8]1[N:17]=[C:16]([N:18]2[CH2:22][CH2:21][C@@H:20]([CH2:23][NH:24][C:25](=[O:32])[O:26][CH2:27][C:28]([CH3:29])([CH3:30])[CH3:31])[CH2:19]2)[C:15]2[C:10](=[CH:11][C:12]([CH3:33])=[CH:13][CH:14]=2)[N:9]=1. The catalyst class is: 2. (5) Reactant: [CH2:1]([NH:3][CH2:4][CH3:5])[CH3:2].[O:6]1CC[O:9][CH2:8][CH2:7]1.[C:12](OCC)(=O)[CH3:13]. Product: [CH2:1]([N:3]([CH2:12][CH3:13])[CH2:4][CH2:5][CH:8]([OH:9])[CH2:7][OH:6])[CH3:2]. The catalyst class is: 6.